Task: Predict the reactants needed to synthesize the given product.. Dataset: Full USPTO retrosynthesis dataset with 1.9M reactions from patents (1976-2016) (1) The reactants are: Cl[C:2]1[CH:11]=[CH:10][C:9]2[C:4](=[CH:5][CH:6]=[C:7]([N+:12]([O-])=O)[CH:8]=2)[N:3]=1.[CH3:15][O:16][C:17]1[CH:24]=[CH:23][C:20]([CH2:21][NH2:22])=[CH:19][CH:18]=1.[CH:25]([N:28]=[C:29]=[O:30])([CH3:27])[CH3:26]. Given the product [CH:25]([NH:28][C:29]([NH:12][C:7]1[CH:8]=[C:9]2[C:4](=[CH:5][CH:6]=1)[N:3]=[C:2]([NH:22][CH2:21][C:20]1[CH:23]=[CH:24][C:17]([O:16][CH3:15])=[CH:18][CH:19]=1)[CH:11]=[CH:10]2)=[O:30])([CH3:27])[CH3:26], predict the reactants needed to synthesize it. (2) Given the product [CH2:3]([C@H:2]1[C:5]2[CH:10]=[CH:9][CH:8]=[CH:7][C:6]=2[C@H:11]([CH2:12][CH3:13])[O:14][P:27](=[O:28])([C:21]2[CH:26]=[CH:25][CH:24]=[CH:23][CH:22]=2)[O:1]1)[CH3:4], predict the reactants needed to synthesize it. The reactants are: [OH:1][C@H:2]([C:5]1[CH:10]=[CH:9][CH:8]=[CH:7][C:6]=1[C@H:11]([OH:14])[CH2:12][CH3:13])[CH2:3][CH3:4].N1C=CC=CC=1.[C:21]1([P:27](Cl)(Cl)=[O:28])[CH:26]=[CH:25][CH:24]=[CH:23][CH:22]=1.Cl. (3) The reactants are: [Cl:1][C:2]1[CH:7]=[CH:6][C:5]([C:8]2[CH:13]=[CH:12][C:11]([O:14][CH3:15])=[CH:10][CH:9]=2)=[CH:4][N:3]=1.CS(C)=O.[CH:20]([N:23]1[CH2:28][CH2:27][NH:26][CH2:25][CH2:24]1)([CH3:22])[CH3:21].[ClH:29]. Given the product [ClH:1].[ClH:29].[CH3:15][O:14][C:11]1[CH:12]=[CH:13][C:8]([C:5]2[CH:6]=[CH:7][C:2]([N:26]3[CH2:27][CH2:28][N:23]([CH:20]([CH3:22])[CH3:21])[CH2:24][CH2:25]3)=[N:3][CH:4]=2)=[CH:9][CH:10]=1, predict the reactants needed to synthesize it. (4) Given the product [CH3:17][C:13]1[CH:12]=[C:11]([C:9]2[N:10]=[C:5]3[CH:4]=[CH:3][CH:2]=[N:7][N:6]3[C:8]=2[C:18]2[CH:23]=[CH:22][N:21]=[C:20]([NH2:24])[CH:19]=2)[CH:16]=[CH:15][CH:14]=1, predict the reactants needed to synthesize it. The reactants are: Cl[C:2]1[CH:3]=[CH:4][C:5]2[N:6]([C:8]([C:18]3[CH:23]=[CH:22][N:21]=[C:20]([NH2:24])[CH:19]=3)=[C:9]([C:11]3[CH:16]=[CH:15][CH:14]=[C:13]([CH3:17])[CH:12]=3)[N:10]=2)[N:7]=1.[H][H]. (5) Given the product [Br:1][C:2]1[CH:3]=[C:4]([C:8]([O:10][C:17]2[C:16]([F:19])=[C:15]([F:20])[C:14]([F:21])=[C:13]([F:22])[C:12]=2[F:11])=[O:9])[NH:5][C:6]=1[CH3:7], predict the reactants needed to synthesize it. The reactants are: [Br:1][C:2]1[CH:3]=[C:4]([C:8]([OH:10])=[O:9])[NH:5][C:6]=1[CH3:7].[F:11][C:12]1[C:17](O)=[C:16]([F:19])[C:15]([F:20])=[C:14]([F:21])[C:13]=1[F:22].C(Cl)CCl. (6) Given the product [Cl:12][C:13]1[CH:14]=[C:15]([CH:19]=[CH:20][C:21]=1[O:22][CH3:23])[C:16]([NH:1][C:2]1[CH:11]=[CH:10][CH:9]=[CH:8][C:3]=1[C:4]([O:6][CH3:7])=[O:5])=[O:17], predict the reactants needed to synthesize it. The reactants are: [NH2:1][C:2]1[CH:11]=[CH:10][CH:9]=[CH:8][C:3]=1[C:4]([O:6][CH3:7])=[O:5].[Cl:12][C:13]1[CH:14]=[C:15]([CH:19]=[CH:20][C:21]=1[O:22][CH3:23])[C:16](O)=[O:17].CCN=C=NCCCN(C)C. (7) Given the product [Br:1][C:2]1[CH:7]=[C:6]([Cl:16])[N:5]=[C:4]2[NH:9][CH:10]=[CH:11][C:3]=12, predict the reactants needed to synthesize it. The reactants are: [Br:1][C:2]1[CH:7]=[CH:6][N+:5]([O-])=[C:4]2[NH:9][CH:10]=[CH:11][C:3]=12.CS([Cl:16])(=O)=O. (8) Given the product [CH:31]1([C:27]2[CH:28]=[C:29]([CH3:30])[C:24]([N:21]3[CH2:22][CH2:23][N:18]([C:16]([C:13]4[CH:14]=[CH:15][C:10]([N:4]5[CH2:3][C@H:2]([CH3:1])[CH2:6][S:5]5(=[O:8])=[O:7])=[CH:11][C:12]=4[CH3:34])=[O:17])[CH2:19][CH2:20]3)=[N:25][CH:26]=2)[CH2:32][CH2:33]1, predict the reactants needed to synthesize it. The reactants are: [CH3:1][C@@H:2]1[CH2:6][S:5](=[O:8])(=[O:7])[NH:4][CH2:3]1.Br[C:10]1[CH:15]=[CH:14][C:13]([C:16]([N:18]2[CH2:23][CH2:22][N:21]([C:24]3[C:29]([CH3:30])=[CH:28][C:27]([CH:31]4[CH2:33][CH2:32]4)=[CH:26][N:25]=3)[CH2:20][CH2:19]2)=[O:17])=[C:12]([CH3:34])[CH:11]=1. (9) Given the product [CH2:17]([N:19]1[CH2:20][CH2:21][O:4][CH:3]([C:5]2[CH:10]=[CH:9][C:8]([N+:11]([O-:13])=[O:12])=[CH:7][CH:6]=2)[CH2:2]1)[CH3:18], predict the reactants needed to synthesize it. The reactants are: Br[CH2:2][C:3]([C:5]1[CH:10]=[CH:9][C:8]([N+:11]([O-:13])=[O:12])=[CH:7][CH:6]=1)=[O:4].C(Cl)Cl.[CH2:17]([NH:19][CH2:20][CH2:21]O)[CH3:18].C(N(CC)C(C)C)(C)C.C([SiH](CC)CC)C.FC(F)(F)C(O)=O.